From a dataset of Full USPTO retrosynthesis dataset with 1.9M reactions from patents (1976-2016). Predict the reactants needed to synthesize the given product. (1) Given the product [Br:20][C:16]1[CH:15]=[C:14]([C:12]2[C:3]3[C:2](=[C:7]([C:8]([F:11])([F:10])[F:9])[CH:6]=[CH:5][CH:4]=3)[N:1]=[CH:21][N:40]=2)[CH:19]=[CH:18][CH:17]=1, predict the reactants needed to synthesize it. The reactants are: [NH2:1][C:2]1[C:7]([C:8]([F:11])([F:10])[F:9])=[CH:6][CH:5]=[CH:4][C:3]=1[C:12]([C:14]1[CH:19]=[CH:18][CH:17]=[C:16]([Br:20])[CH:15]=1)=O.[CH2:21](OC(OCC)OCC)C.OS(O)(=O)=O.C([O-])(=O)C.[NH4+:40]. (2) The reactants are: C(OC([N:8]1[CH2:13][CH2:12][N:11]([C:14]([C@@H:16]2[CH2:20][CH2:19][CH2:18][N:17]2[C:21](=[O:49])[CH2:22][NH:23][C:24](=[O:48])[C:25]2[CH:30]=[CH:29][C:28]([S:31](=[O:47])(=[O:46])[NH:32][C:33]3[CH:38]=[CH:37][CH:36]=[CH:35][C:34]=3[O:39][C:40]3[CH:45]=[CH:44][CH:43]=[CH:42][CH:41]=3)=[CH:27][CH:26]=2)=[O:15])[CH2:10][CH2:9]1)=O)(C)(C)C.C(OCC)C.[Cl:55]CCl. Given the product [ClH:55].[O:49]=[C:21]([N:17]1[CH2:18][CH2:19][CH2:20][C@H:16]1[C:14]([N:11]1[CH2:12][CH2:13][NH:8][CH2:9][CH2:10]1)=[O:15])[CH2:22][NH:23][C:24](=[O:48])[C:25]1[CH:26]=[CH:27][C:28]([S:31](=[O:47])(=[O:46])[NH:32][C:33]2[CH:38]=[CH:37][CH:36]=[CH:35][C:34]=2[O:39][C:40]2[CH:41]=[CH:42][CH:43]=[CH:44][CH:45]=2)=[CH:29][CH:30]=1, predict the reactants needed to synthesize it. (3) Given the product [CH2:1]([O:3][C:4](=[O:24])[C:5]1[CH:10]=[CH:9][CH:8]=[C:7]([S:11][C:12]2[C:20]3[C:15](=[CH:16][C:17]([Cl:21])=[CH:18][CH:19]=3)[N:14]([C:26]3[CH:27]=[N:28][CH:29]=[C:30]([CH3:32])[CH:31]=3)[C:13]=2[CH3:22])[C:6]=1[F:23])[CH3:2], predict the reactants needed to synthesize it. The reactants are: [CH2:1]([O:3][C:4](=[O:24])[C:5]1[CH:10]=[CH:9][CH:8]=[C:7]([S:11][C:12]2[C:20]3[C:15](=[CH:16][C:17]([Cl:21])=[CH:18][CH:19]=3)[NH:14][C:13]=2[CH3:22])[C:6]=1[F:23])[CH3:2].Br[C:26]1[CH:27]=[N:28][CH:29]=[C:30]([CH3:32])[CH:31]=1. (4) Given the product [NH2:38][C:2]1[N:7]=[C:6]([NH:8][C@H:9]([C:11]2[N:12]([C:30]3[CH:35]=[CH:34][CH:33]=[CH:32][CH:31]=3)[C:13](=[O:29])[C:14]3[C:19]([CH:20]=2)=[CH:18][CH:17]=[CH:16][C:15]=3[C:21]2[CH:22]=[N:23][C:24]([O:27][CH3:28])=[N:25][CH:26]=2)[CH3:10])[C:5]([I:36])=[CH:4][N:3]=1, predict the reactants needed to synthesize it. The reactants are: Cl[C:2]1[N:7]=[C:6]([NH:8][C@H:9]([C:11]2[N:12]([C:30]3[CH:35]=[CH:34][CH:33]=[CH:32][CH:31]=3)[C:13](=[O:29])[C:14]3[C:19]([CH:20]=2)=[CH:18][CH:17]=[CH:16][C:15]=3[C:21]2[CH:22]=[N:23][C:24]([O:27][CH3:28])=[N:25][CH:26]=2)[CH3:10])[C:5]([I:36])=[CH:4][N:3]=1.[OH-].[NH4+:38]. (5) Given the product [N:28]1([C:2]2[N:7]3[CH:8]=[C:9]([CH2:11][N:12]([CH2:23][C:24]([F:27])([F:26])[F:25])[CH:13]4[C:22]5[N:21]=[CH:20][CH:19]=[CH:18][C:17]=5[CH2:16][CH2:15][CH2:14]4)[N:10]=[C:6]3[CH:5]=[CH:4][CH:3]=2)[CH2:33][CH2:32][NH:31][CH2:30][CH2:29]1, predict the reactants needed to synthesize it. The reactants are: F[C:2]1[N:7]2[CH:8]=[C:9]([CH2:11][N:12]([CH2:23][C:24]([F:27])([F:26])[F:25])[CH:13]3[C:22]4[N:21]=[CH:20][CH:19]=[CH:18][C:17]=4[CH2:16][CH2:15][CH2:14]3)[N:10]=[C:6]2[CH:5]=[CH:4][CH:3]=1.[NH:28]1[CH2:33][CH2:32][NH:31][CH2:30][CH2:29]1.